From a dataset of NCI-60 drug combinations with 297,098 pairs across 59 cell lines. Regression. Given two drug SMILES strings and cell line genomic features, predict the synergy score measuring deviation from expected non-interaction effect. (1) Drug 1: CCC(=C(C1=CC=CC=C1)C2=CC=C(C=C2)OCCN(C)C)C3=CC=CC=C3.C(C(=O)O)C(CC(=O)O)(C(=O)O)O. Drug 2: CCCCC(=O)OCC(=O)C1(CC(C2=C(C1)C(=C3C(=C2O)C(=O)C4=C(C3=O)C=CC=C4OC)O)OC5CC(C(C(O5)C)O)NC(=O)C(F)(F)F)O. Cell line: T-47D. Synergy scores: CSS=47.5, Synergy_ZIP=6.08, Synergy_Bliss=7.06, Synergy_Loewe=-9.79, Synergy_HSA=5.08. (2) Drug 1: C1CCC(C(C1)N)N.C(=O)(C(=O)[O-])[O-].[Pt+4]. Drug 2: COCCOC1=C(C=C2C(=C1)C(=NC=N2)NC3=CC=CC(=C3)C#C)OCCOC.Cl. Cell line: MDA-MB-435. Synergy scores: CSS=20.8, Synergy_ZIP=-5.36, Synergy_Bliss=-4.03, Synergy_Loewe=-4.05, Synergy_HSA=0.513.